Dataset: Experimentally validated miRNA-target interactions with 360,000+ pairs, plus equal number of negative samples. Task: Binary Classification. Given a miRNA mature sequence and a target amino acid sequence, predict their likelihood of interaction. (1) The miRNA is hsa-miR-4319 with sequence UCCCUGAGCAAAGCCAC. The protein sequence of the target gene is MDSRVSELFGGCCRPGGGPAVGGTLKARGAGSSSGCGGPKGKKKNGRNRGGKANNPPYLPPEAEDGNIEYKLKLVNPSQYRFEHLVTQMKWRLQEGRGEAVYQIGVEDNGLLVGLAEEEMRASLKTLHRMAEKVGADITVLREREVDYDSDMPRKITEVLVRKVPDNQQFLDLRVAVLGNVDSGKSTLLGVLTQGELDNGRGRARLNLFRHLHEIQSGRTSSISFEILGFNSKGEVVNYSDSRTAEEICESSSKMITFIDLAGHHKYLHTTIFGLTSYCPDCALLLVSANTGIAGTTREH.... Result: 0 (no interaction). (2) The miRNA is hsa-miR-92b-3p with sequence UAUUGCACUCGUCCCGGCCUCC. The protein sequence of the target gene is MGALRPTLLPPSLPLLLLLMLGMGCWAREVLVPEGPLYRVAGTAVSISCNVTGYEGPAQQNFEWFLYRPEAPDTALGIVSTKDTQFSYAVFKSRVVAGEVQVQRLQGDAVVLKIARLQAQDAGIYECHTPSTDTRYLGSYSGKVELRVLPDVLQVSAAPPGPRGRQAPTSPPRMTVHEGQELALGCLARTSTQKHTHLAVSFGRSVPEAPVGRSTLQEVVGIRSDLAVEAGAPYAERLAAGELRLGKEGTDRYRMVVGGAQAGDAGTYHCTAAEWIQDPDGSWAQIAEKRAVLAHVDVQT.... Result: 1 (interaction).